From a dataset of Catalyst prediction with 721,799 reactions and 888 catalyst types from USPTO. Predict which catalyst facilitates the given reaction. Reactant: [Cl:1][C:2]1[CH:3]=[C:4]([NH:9][C:10]2[N:15]=[C:14]([NH:16][CH2:17][C:18]3[N:22](C(OC(C)(C)C)=O)[C:21]4[CH:30]=[CH:31][CH:32]=[CH:33][C:20]=4[N:19]=3)[C:13]([C:34]3[CH:35]=[N:36][CH:37]=[C:38]([C:40]([O:42][CH2:43][CH3:44])=[O:41])[CH:39]=3)=[CH:12][N:11]=2)[CH:5]=[CH:6][C:7]=1[F:8].Cl. Product: [ClH:1].[NH:19]1[C:20]2[CH:33]=[CH:32][CH:31]=[CH:30][C:21]=2[N:22]=[C:18]1[CH2:17][NH:16][C:14]1[C:13]([C:34]2[CH:39]=[C:38]([C:40]([O:42][CH2:43][CH3:44])=[O:41])[CH:37]=[N:36][CH:35]=2)=[CH:12][N:11]=[C:10]([NH:9][C:4]2[CH:5]=[CH:6][C:7]([F:8])=[C:2]([Cl:1])[CH:3]=2)[N:15]=1. The catalyst class is: 12.